This data is from Catalyst prediction with 721,799 reactions and 888 catalyst types from USPTO. The task is: Predict which catalyst facilitates the given reaction. (1) Reactant: [Br:1][C:2]1[CH:7]=[CH:6][C:5]([CH:8]([CH2:14][C:15](=[O:18])[CH2:16][Cl:17])[C:9]([O:11][CH2:12][CH3:13])=[O:10])=[CH:4][CH:3]=1.[CH2:19](O)[CH2:20][OH:21].C1(C)C=CC(S(O)(=O)=O)=CC=1. Product: [Br:1][C:2]1[CH:7]=[CH:6][C:5]([CH:8]([CH2:14][C:15]2([CH2:16][Cl:17])[O:21][CH2:20][CH2:19][O:18]2)[C:9]([O:11][CH2:12][CH3:13])=[O:10])=[CH:4][CH:3]=1. The catalyst class is: 11. (2) Reactant: [C:1]([C:3]1([NH:6][C:7]([C@@H:9]([NH:15]C(=O)OC(C)(C)C)[CH2:10][C:11]([F:14])([F:13])[CH3:12])=[O:8])[CH2:5][CH2:4]1)#[N:2]. Product: [C:1]([C:3]1([NH:6][C:7](=[O:8])[C@@H:9]([NH2:15])[CH2:10][C:11]([F:14])([F:13])[CH3:12])[CH2:4][CH2:5]1)#[N:2]. The catalyst class is: 137. (3) Reactant: [CH3:1][N:2]1[C:10]([CH3:11])=[C:9]2[C:4]([CH:5]=[CH:6][C:7]([N:12]3[CH:17]=[CH:16][C:15]([OH:18])=[CH:14][C:13]3=[O:19])=[CH:8]2)=[N:3]1.[Br:20][C:21]1[CH:22]=[CH:23][C:24]([CH2:27]O)=[N:25][CH:26]=1.C1(P(C2C=CC=CC=2)C2C=CC=CC=2)C=CC=CC=1.O. Product: [Br:20][C:21]1[CH:22]=[CH:23][C:24]([CH2:27][O:18][C:15]2[CH:16]=[CH:17][N:12]([C:7]3[CH:6]=[CH:5][C:4]4[C:9](=[C:10]([CH3:11])[N:2]([CH3:1])[N:3]=4)[CH:8]=3)[C:13](=[O:19])[CH:14]=2)=[N:25][CH:26]=1. The catalyst class is: 7. (4) Reactant: [C:1]([O:5][C:6]([N:8]1[CH2:13][CH2:12][N:11]([CH:14]([C:21]([O:23]C)=[O:22])[C:15]2[CH:20]=[CH:19][CH:18]=[CH:17][CH:16]=2)[CH2:10][CH2:9]1)=[O:7])([CH3:4])([CH3:3])[CH3:2].[OH-].[Na+]. Product: [C:1]([O:5][C:6]([N:8]1[CH2:9][CH2:10][N:11]([CH:14]([C:21]([OH:23])=[O:22])[C:15]2[CH:16]=[CH:17][CH:18]=[CH:19][CH:20]=2)[CH2:12][CH2:13]1)=[O:7])([CH3:4])([CH3:2])[CH3:3]. The catalyst class is: 14. (5) Reactant: Cl.[CH3:2][N:3]1[CH2:9][C:8]2[CH:10]=[C:11](/[CH:14]=[CH:15]/[C:16]([OH:18])=O)[CH:12]=[N:13][C:7]=2[NH:6][C:5](=[O:19])[CH2:4]1.[CH3:20][NH:21][CH2:22][C:23]1[CH:32]=[CH:31][C:30]2[C:25](=[CH:26][CH:27]=[CH:28][CH:29]=2)[C:24]=1[CH2:33][CH2:34][CH3:35].C(N(C(C)C)CC)(C)C.O.ON1C2C=CC=CC=2N=N1.Cl.CN(C)CCCN=C=NCC. Product: [CH3:20][N:21]([CH2:22][C:23]1[CH:32]=[CH:31][C:30]2[C:25](=[CH:26][CH:27]=[CH:28][CH:29]=2)[C:24]=1[CH2:33][CH2:34][CH3:35])[C:16](=[O:18])/[CH:15]=[CH:14]/[C:11]1[CH:12]=[N:13][C:7]2[NH:6][C:5](=[O:19])[CH2:4][N:3]([CH3:2])[CH2:9][C:8]=2[CH:10]=1. The catalyst class is: 3. (6) Reactant: BrC1C=CC(O)=C(C2C=[CH:16][C:15]3[C:10](=[CH:11][CH:12]=[C:13]([C:18]4[N:22]([CH:23]5[CH2:28][CH2:27][CH2:26][CH2:25][CH2:24]5)[C:21]5[CH:29]=[CH:30][C:31]([C:33]([OH:35])=[O:34])=[CH:32][C:20]=5[N:19]=4)[CH:14]=3)[N:9]=2)C=1.[NH2:37][C:38]1[C:43]([Cl:44])=[CH:42][C:41]([C:45](=O)[CH3:46])=[CH:40][C:39]=1[Cl:48].[OH-].[K+]. Product: [NH2:37][C:38]1[C:43]([Cl:44])=[CH:42][C:41]([C:45]2[CH:46]=[CH:16][C:15]3[C:10](=[CH:11][CH:12]=[C:13]([C:18]4[N:22]([CH:23]5[CH2:24][CH2:25][CH2:26][CH2:27][CH2:28]5)[C:21]5[CH:29]=[CH:30][C:31]([C:33]([OH:35])=[O:34])=[CH:32][C:20]=5[N:19]=4)[CH:14]=3)[N:9]=2)=[CH:40][C:39]=1[Cl:48]. The catalyst class is: 8. (7) Reactant: [Cl:1][C:2]1[N:7]=[CH:6][C:5]([OH:8])=[CH:4][N:3]=1.C(=O)([O-])[O-].[K+].[K+].[CH2:15](I)[CH3:16].O. Product: [Cl:1][C:2]1[N:7]=[CH:6][C:5]([O:8][CH2:15][CH3:16])=[CH:4][N:3]=1. The catalyst class is: 9. (8) Reactant: [F:1][C@@H:2]1[C@@H:8]([OH:9])[C@@H:7]([OH:10])[CH2:6][O:5][CH:3]1[OH:4].S(=O)(=O)(O)O. Product: [F:1][C@@H:2]1[C@@H:8]([OH:9])[C@H:7]([CH2:6][OH:5])[O:10][CH:3]1[OH:4]. The catalyst class is: 5. (9) Reactant: [CH3:1][O:2][C:3]1[CH:10]=[CH:9][CH:8]=[C:7]([O:11][CH3:12])[C:4]=1[C:5]#[N:6].[Br:13]Br. Product: [Br:13][C:10]1[C:3]([O:2][CH3:1])=[C:4]([C:7]([O:11][CH3:12])=[CH:8][CH:9]=1)[C:5]#[N:6]. The catalyst class is: 4.